Dataset: Forward reaction prediction with 1.9M reactions from USPTO patents (1976-2016). Task: Predict the product of the given reaction. Given the reactants [NH2:1][C:2](=O)[CH2:3][N:4]1[C:9](=[N:10]S(C2C=CC(C)=CC=2)(=O)=O)[CH:8]=[CH:7][C:6]([O:21][C:22]2[CH:27]=[CH:26][C:25]([NH:28][C:29](=[O:38])[O:30][CH2:31][C:32]3[CH:37]=[CH:36][CH:35]=[CH:34][CH:33]=3)=[CH:24][C:23]=2[F:39])=[CH:5]1.FC(F)(F)C(OC(=O)C(F)(F)F)=O, predict the reaction product. The product is: [NH2:1][C:2]1[N:10]=[C:9]2[CH:8]=[CH:7][C:6]([O:21][C:22]3[CH:27]=[CH:26][C:25]([NH:28][C:29](=[O:38])[O:30][CH2:31][C:32]4[CH:33]=[CH:34][CH:35]=[CH:36][CH:37]=4)=[CH:24][C:23]=3[F:39])=[CH:5][N:4]2[CH:3]=1.